Dataset: Catalyst prediction with 721,799 reactions and 888 catalyst types from USPTO. Task: Predict which catalyst facilitates the given reaction. Reactant: [CH2:1]([NH:11][CH2:12][CH2:13][CH2:14][CH2:15][CH2:16][CH2:17][CH2:18][CH2:19][CH2:20][CH3:21])[CH2:2][CH2:3][CH2:4][CH2:5][CH2:6][CH2:7][CH2:8][CH2:9][CH3:10].[Br-].[Br:23][C:24]1[CH:25]=[CH:26][C:27]2[C:36]([CH:37]=1)=[S+:35][C:34]1[C:29](=[CH:30][CH:31]=[C:32](Br)[CH:33]=1)[N:28]=2. Product: [Br-:23].[CH2:12]([N:11]([CH2:1][CH2:2][CH2:3][CH2:4][CH2:5][CH2:6][CH2:7][CH2:8][CH2:9][CH3:10])[C:24]1[CH:25]=[CH:26][C:27]2[C:36]([CH:37]=1)=[S+:35][C:34]1[C:29](=[CH:30][CH:31]=[C:32]([N:11]([CH2:12][CH2:13][CH2:14][CH2:15][CH2:16][CH2:17][CH2:18][CH2:19][CH2:20][CH3:21])[CH2:1][CH2:2][CH2:3][CH2:4][CH2:5][CH2:6][CH2:7][CH2:8][CH2:9][CH3:10])[CH:33]=1)[N:28]=2)[CH2:13][CH2:14][CH2:15][CH2:16][CH2:17][CH2:18][CH2:19][CH2:20][CH3:21]. The catalyst class is: 22.